From a dataset of Catalyst prediction with 721,799 reactions and 888 catalyst types from USPTO. Predict which catalyst facilitates the given reaction. (1) Reactant: CN(C)C=O.[OH:6][CH2:7][CH:8]1[CH2:13][CH2:12][N:11]([C:14]([O:16][C:17]([CH3:20])([CH3:19])[CH3:18])=[O:15])[CH2:10][CH2:9]1.[H-].[Na+].[CH2:23](Br)[C:24]1[CH:29]=[CH:28][CH:27]=[CH:26][CH:25]=1. Product: [CH2:23]([O:6][CH2:7][CH:8]1[CH2:13][CH2:12][N:11]([C:14]([O:16][C:17]([CH3:20])([CH3:19])[CH3:18])=[O:15])[CH2:10][CH2:9]1)[C:24]1[CH:29]=[CH:28][CH:27]=[CH:26][CH:25]=1. The catalyst class is: 13. (2) Reactant: Cl[C:2]1[CH:3]=[C:4]2[N:11]([CH3:12])[CH2:10][CH2:9][N:5]2[C:6](=[O:8])[N:7]=1.[H-].[Na+].[Br:15][C:16]1[CH:32]=[CH:31][C:19]([O:20][C:21]2[CH:28]=[CH:27][C:26]([CH2:29][OH:30])=[CH:25][C:22]=2[C:23]#[N:24])=[CH:18][C:17]=1[F:33]. Product: [Br:15][C:16]1[CH:32]=[CH:31][C:19]([O:20][C:21]2[CH:28]=[CH:27][C:26]([CH2:29][O:30][C:2]3[CH:3]=[C:4]4[N:11]([CH3:12])[CH2:10][CH2:9][N:5]4[C:6](=[O:8])[N:7]=3)=[CH:25][C:22]=2[C:23]#[N:24])=[CH:18][C:17]=1[F:33]. The catalyst class is: 3. (3) Reactant: [S:1]1[CH:5]=[CH:4][C:3]2[CH:6]=[CH:7][CH:8]=[C:9]([CH:10]([NH:14][C:15]3[CH:20]=[CH:19][CH:18]=[CH:17][CH:16]=3)[C:11]([OH:13])=[O:12])[C:2]1=2.[N:21]12[CH2:28][CH2:27][CH:24]([CH2:25][CH2:26]1)[C@@H:23](O)[CH2:22]2.C1CCC(N=C=NC2CCCCC2)CC1.C1C=CC2N(O)N=NC=2C=1. Product: [S:1]1[CH:5]=[CH:4][C:3]2[CH:6]=[CH:7][CH:8]=[C:9]([CH:10]([NH:14][C:15]3[CH:16]=[CH:17][CH:18]=[CH:19][CH:20]=3)[C:11]([O:13][C@@H:23]3[CH:24]4[CH2:27][CH2:28][N:21]([CH2:26][CH2:25]4)[CH2:22]3)=[O:12])[C:2]1=2. The catalyst class is: 1. (4) Reactant: [NH2:1]/[C:2](/[CH3:8])=[CH:3]\[C:4]([O:6][CH3:7])=[O:5].[C:9](OC)(=[O:12])[C:10]#[CH:11]. Product: [CH3:8][C:2]1[NH:1][C:9](=[O:12])[CH:10]=[CH:11][C:3]=1[C:4]([O:6][CH3:7])=[O:5]. The catalyst class is: 5.